From a dataset of NCI-60 drug combinations with 297,098 pairs across 59 cell lines. Regression. Given two drug SMILES strings and cell line genomic features, predict the synergy score measuring deviation from expected non-interaction effect. (1) Drug 1: CC1=C2C(C(=O)C3(C(CC4C(C3C(C(C2(C)C)(CC1OC(=O)C(C(C5=CC=CC=C5)NC(=O)OC(C)(C)C)O)O)OC(=O)C6=CC=CC=C6)(CO4)OC(=O)C)O)C)O. Drug 2: C1CN(CCN1C(=O)CCBr)C(=O)CCBr. Cell line: A498. Synergy scores: CSS=9.40, Synergy_ZIP=-0.385, Synergy_Bliss=-4.72, Synergy_Loewe=-2.43, Synergy_HSA=-2.37. (2) Drug 1: CC12CCC(CC1=CCC3C2CCC4(C3CC=C4C5=CN=CC=C5)C)O. Drug 2: C1=C(C(=O)NC(=O)N1)N(CCCl)CCCl. Cell line: CCRF-CEM. Synergy scores: CSS=30.2, Synergy_ZIP=-8.13, Synergy_Bliss=-12.6, Synergy_Loewe=-17.4, Synergy_HSA=-11.2. (3) Drug 1: C1=CC(=C2C(=C1NCCNCCO)C(=O)C3=C(C=CC(=C3C2=O)O)O)NCCNCCO. Drug 2: C(CCl)NC(=O)N(CCCl)N=O. Cell line: U251. Synergy scores: CSS=37.3, Synergy_ZIP=-3.03, Synergy_Bliss=-5.14, Synergy_Loewe=-24.2, Synergy_HSA=-4.30. (4) Drug 1: CC1=C2C(C(=O)C3(C(CC4C(C3C(C(C2(C)C)(CC1OC(=O)C(C(C5=CC=CC=C5)NC(=O)OC(C)(C)C)O)O)OC(=O)C6=CC=CC=C6)(CO4)OC(=O)C)OC)C)OC. Drug 2: CCC1(CC2CC(C3=C(CCN(C2)C1)C4=CC=CC=C4N3)(C5=C(C=C6C(=C5)C78CCN9C7C(C=CC9)(C(C(C8N6C=O)(C(=O)OC)O)OC(=O)C)CC)OC)C(=O)OC)O.OS(=O)(=O)O. Cell line: HCT-15. Synergy scores: CSS=75.7, Synergy_ZIP=28.0, Synergy_Bliss=23.2, Synergy_Loewe=5.61, Synergy_HSA=22.3. (5) Drug 1: C1=CC(=CC=C1CCC2=CNC3=C2C(=O)NC(=N3)N)C(=O)NC(CCC(=O)O)C(=O)O. Drug 2: CS(=O)(=O)OCCCCOS(=O)(=O)C. Cell line: MOLT-4. Synergy scores: CSS=80.7, Synergy_ZIP=0.286, Synergy_Bliss=-1.21, Synergy_Loewe=-13.8, Synergy_HSA=-0.503. (6) Drug 1: CC1C(C(CC(O1)OC2CC(OC(C2O)C)OC3=CC4=CC5=C(C(=O)C(C(C5)C(C(=O)C(C(C)O)O)OC)OC6CC(C(C(O6)C)O)OC7CC(C(C(O7)C)O)OC8CC(C(C(O8)C)O)(C)O)C(=C4C(=C3C)O)O)O)O. Drug 2: C1CN(P(=O)(OC1)NCCCl)CCCl. Cell line: MALME-3M. Synergy scores: CSS=38.7, Synergy_ZIP=0.445, Synergy_Bliss=-0.829, Synergy_Loewe=-65.5, Synergy_HSA=-1.30. (7) Drug 1: CN1CCC(CC1)COC2=C(C=C3C(=C2)N=CN=C3NC4=C(C=C(C=C4)Br)F)OC. Drug 2: CCCCC(=O)OCC(=O)C1(CC(C2=C(C1)C(=C3C(=C2O)C(=O)C4=C(C3=O)C=CC=C4OC)O)OC5CC(C(C(O5)C)O)NC(=O)C(F)(F)F)O. Cell line: NCIH23. Synergy scores: CSS=5.65, Synergy_ZIP=-2.39, Synergy_Bliss=-0.477, Synergy_Loewe=-0.216, Synergy_HSA=-0.217.